This data is from Experimentally validated miRNA-target interactions with 360,000+ pairs, plus equal number of negative samples. The task is: Binary Classification. Given a miRNA mature sequence and a target amino acid sequence, predict their likelihood of interaction. (1) The miRNA is hsa-miR-6727-3p with sequence UCCUGCCACCUCCUCCGCAG. The protein sequence of the target gene is MDAAEVEFLAEKELVTIIPNFSLDKIYLIGGDLGPFNPGLPVEVPLWLAINLKQRQKCRLLPPEWMDVEKLEKMRDHERKEETFTPMPSPYYMELTKLLLNHASDNIPKADEIRTLVKDMWDTRIAKLRVSADSFVRQQEAHAKLDNLTLMEINTSGTFLTQALNHMYKLRTNLQPLESTQSQDF. Result: 1 (interaction). (2) The miRNA is hsa-miR-5089-5p with sequence GUGGGAUUUCUGAGUAGCAUC. The protein sequence of the target gene is MEDYEQELCGVEDDFHNQFAAELEVLAELEGASTPSPSGVPLFTAGRPPRTFEEALARGDAASSPAPAASVGSSQGGARKRQVDADLQPAGSLPHAPRIKRPRLQVVKRLNFRSEEMEEPPPPDSSPTDITPPPSPEDLAELWGHGVSEAAADVGLTRASPAARNPVLRRPPILEDYVHVTSTEGVRAYLVLRADPMAPGVQGSLLHVPWRGGGQLDLLGVSLASLKKQVDGERRERLLQEAQKLSDTLHSLRSGEEEAAQPLGAPEEEPTDGQDASSHCLWVDEFAPRHYTELLSDDFT.... Result: 0 (no interaction). (3) The miRNA is hsa-miR-3617-3p with sequence CAUCAGCACCCUAUGUCCUUUCU. The protein sequence of the target gene is MSMPDAMPLPGVGEELKQAKEIEDAEKYSFMATVTKAPKKQIQFADDMQEFTKFPTKTGRRSLSRSISQSSTDSYSSAASYTDSSDDEVSPREKQQTNSKGSSNFCVKNIKQAEFGRREIEIAEQDMSALISLRKRAQGEKPLAGAKIVGCTHITAQTAVLIETLCALGAQCRWSACNIYSTQNEVAAALAEAGVAVFAWKGESEDDFWWCIDRCVNMDGWQANMILDDGGDLTHWVYKKYPNVFKKIRGIVEESVTGVHRLYQLSKAGKLCVPAMNVNDSVTKQKFDNLYCCRESILDG.... Result: 0 (no interaction). (4) The miRNA is mmu-miR-574-5p with sequence UGAGUGUGUGUGUGUGAGUGUGU. The protein sequence of the target gene is MTMSLIQACRSLALSTWLLSFCFVHLLCLDFTVAEKEEWYTAFVNITYLEPEPGAAVAGSGGGAELHTEKSECGRYGEHSPKQDARGEVVMASSAQDRLACDPNTKFAAPAHGKHWIALIPKGNCTYRDKIRNAFLQNASAVVIFNVGSNTNETITMPHAGVEDIVAIMIPEPKGKEIVSLLERNITVTMYITIGTRNLQKYVSRTSVVFVSISFIVLMIISLAWLVFYYIQRFRYANARDRNQRRLGDAAKKAISKLQVRTIRKGDKETESDFDNCAVCIEGYKPNDVVRILPCRHLFH.... Result: 0 (no interaction). (5) The miRNA is hsa-miR-577 with sequence UAGAUAAAAUAUUGGUACCUG. The protein sequence of the target gene is MATALALRSLYRARPSLRCPPVELPWAPRRGHRLSPADDELYQRTRISLLQREAAQAMYIDSYNSRGFMINGNRVLGPCALLPHSVVQWNVGSHQDITEDSFSLFWLLEPRIEIVVVGTGDRTERLQSQVLQAMRQRGIAVEVQDTPNACATFNFLCHEGRVTGAALIPPPGGTSLTSLGQAAQ. Result: 1 (interaction). (6) The miRNA is hsa-miR-335-5p with sequence UCAAGAGCAAUAACGAAAAAUGU. The protein sequence of the target gene is MSSPMPDCTSKCRSLKHALDVLSVVTKGSENQIKAFLSSHCYNAATIKDVFGRNALHLVSSCGKKGVLDWLIQKGVDLLVKDKESGWTALHRSIFYGHIDCVWSLLKHGVSLYIQDKEGLSALDLVMKDRPTHVVFKNTDPTDVYTWGDNTNFTLGHGSQNSKHHPELVDLFSRSGIYIKQVVLCKFHSVFLSQKGQVYTCGHGPGGRLGHGDEQTCLVPRLVEGLNGHNCSQVAAAKDHTVVLTEDGCVYTFGLNIFHQLGIIPPPSSCNVPRQIQAKYLKGRTIIGVAAGRFHTVLWT.... Result: 1 (interaction). (7) The miRNA is hsa-miR-4418 with sequence CACUGCAGGACUCAGCAG. The protein sequence of the target gene is MLPARLPFRLLSLFLRGSAPTAARHGLREPLLERRCAAASSFQHSSSLGRELPYDPVDTEGFGEGGDMQERFLFPEYILDPEPQPTREKQLQELQQQQEEEERQRQQRREERRQQNLRARSREHPVVGHPDPALPPSGVNCSGCGAELHCQDAGVPGYLPREKFLRTAEADGGLARTVCQRCWLLSHHRRALRLQVSREQYLELVSAALRRPGPSLVLYMVDLLDLPDALLPDLPALVGPKQLIVLGNKVDLLPQDAPGYRQRLRERLWEDCARAGLLLAPGHQGPQRPVKDEPQDGENP.... Result: 1 (interaction).